Task: Binary Classification. Given a drug SMILES string, predict its activity (active/inactive) in a high-throughput screening assay against a specified biological target.. Dataset: HIV replication inhibition screening data with 41,000+ compounds from the AIDS Antiviral Screen (1) The molecule is COc1ccc2c(c1)C1=NCCN(C)c3ccc([N+](=O)[O-])c(c31)N2. The result is 0 (inactive). (2) The result is 1 (active). The drug is NC1(N2SC(S)=C3CCCC=C32)CCCCC1. (3) The drug is CNc1ccccc1S(=O)(=O)c1cc(Cl)ccc1OC. The result is 1 (active). (4) The molecule is NNC(=O)C(=Cc1cccc([N+](=O)[O-])c1)NC(=O)c1ccccc1. The result is 0 (inactive). (5) The drug is CN(C)c1cccc2c(S(=O)(=O)NCCN)cccc12. The result is 0 (inactive). (6) The compound is c1ccc(C2=C(c3ccccc3)P(c3ccccc3)C2)cc1. The result is 0 (inactive). (7) The result is 0 (inactive). The compound is CC[N+](CC)(CC)CC.c1ccc2c(c1)[SH+][Bi+]1([SH+]2)[SH+]c2ccccc2[SH+]1.